Dataset: Full USPTO retrosynthesis dataset with 1.9M reactions from patents (1976-2016). Task: Predict the reactants needed to synthesize the given product. (1) Given the product [ClH:1].[Cl:1][C:2]1[C:11]2[NH:10][C:9](=[O:12])[C:8]3[S:13][CH:14]=[CH:15][C:7]=3[C:6]=2[C:5]([C:16]2[CH:32]=[CH:31][C:19]([CH2:20][CH2:21][NH:22][CH3:23])=[CH:18][CH:17]=2)=[C:4]([OH:33])[CH:3]=1, predict the reactants needed to synthesize it. The reactants are: [Cl:1][C:2]1[C:11]2[NH:10][C:9](=[O:12])[C:8]3[S:13][CH:14]=[CH:15][C:7]=3[C:6]=2[C:5]([C:16]2[CH:32]=[CH:31][C:19]([CH2:20][CH2:21][N:22](C)[C:23](=O)OC(C)(C)C)=[CH:18][CH:17]=2)=[C:4]([O:33]C)[CH:3]=1.BrB(Br)Br. (2) Given the product [NH2:29][C:28]1[CH:30]=[CH:31][C:25]([Cl:24])=[CH:26][C:27]=1[C:9]1[CH:8]=[C:7]2[N:3]([C@H:4]([C:19]([O:21][CH2:22][CH3:23])=[O:20])[CH2:5][CH2:6]2)[C:2](=[O:1])[CH:10]=1, predict the reactants needed to synthesize it. The reactants are: [O:1]=[C:2]1[CH:10]=[C:9](OS(C(F)(F)F)(=O)=O)[CH:8]=[C:7]2[N:3]1[C@H:4]([C:19]([O:21][CH2:22][CH3:23])=[O:20])[CH2:5][CH2:6]2.[Cl:24][C:25]1[CH:31]=[CH:30][C:28]([NH2:29])=[C:27](B2OC(C)(C)C(C)(C)O2)[CH:26]=1.[F-].[Cs+]. (3) Given the product [NH2:1][C:2]1[N:7]=[C:6]([Cl:8])[C:5]([C:9]#[N:10])=[C:4]([O:22][CH2:21][C:16]2[C:15]([CH3:14])=[CH:20][CH:19]=[CH:18][N:17]=2)[N:3]=1, predict the reactants needed to synthesize it. The reactants are: [NH2:1][C:2]1[N:7]=[C:6]([Cl:8])[C:5]([C:9]#[N:10])=[C:4](S(C)=O)[N:3]=1.[CH3:14][C:15]1[C:16]([CH2:21][OH:22])=[N:17][CH:18]=[CH:19][CH:20]=1.C1CCN2C(=NCCC2)CC1.O. (4) Given the product [Cl:27][C:28]1[C:29]([F:35])=[C:30]([C@@H:3]([NH:37][C:39](=[O:40])[O:44][C:15]2[CH:16]=[CH:17][CH:18]=[CH:13][CH:21]=2)[CH2:4][CH:5]=[O:6])[C:31]([CH3:34])=[CH:32][CH:33]=1, predict the reactants needed to synthesize it. The reactants are: ClC1[C:3](F)=[C:4](C(C)=CC=1)[CH:5]=[O:6].C[C:13]1([CH3:21])[CH2:18][CH2:17][CH2:16][C:15](C)(C)N1.[Li]CCCC.[Cl:27][C:28]1[CH:33]=[CH:32][C:31]([CH3:34])=[CH:30][C:29]=1[F:35].C[N:37]([CH:39]=[O:40])C.C1C[O:44]CC1. (5) Given the product [ClH:13].[CH3:1][S:2]([C:5]1[CH:6]=[CH:7][C:8]([CH2:11][NH2:12])=[N:9][CH:10]=1)(=[O:4])=[O:3], predict the reactants needed to synthesize it. The reactants are: [CH3:1][S:2]([C:5]1[CH:6]=[CH:7][C:8]([C:11]#[N:12])=[N:9][CH:10]=1)(=[O:4])=[O:3].[ClH:13].[H][H]. (6) Given the product [OH:1][CH2:2][C:3]1([NH2:4])[CH2:12][CH2:11][CH2:10][CH2:15]1.[Br:9][C:10]1[CH:15]=[CH:14][C:13]([N:16]=[C:17]2[S:18][CH2:2][C:3]3([CH2:12][CH2:11][CH2:10][CH2:15]3)[NH:4]2)=[C:12]([CH3:19])[CH:11]=1, predict the reactants needed to synthesize it. The reactants are: [OH:1][CH2:2][CH2:3][NH2:4].O=S(Cl)Cl.[Br:9][C:10]1[CH:15]=[CH:14][C:13]([N:16]=[C:17]=[S:18])=[C:12]([CH3:19])[CH:11]=1.